From a dataset of Peptide-MHC class I binding affinity with 185,985 pairs from IEDB/IMGT. Regression. Given a peptide amino acid sequence and an MHC pseudo amino acid sequence, predict their binding affinity value. This is MHC class I binding data. (1) The MHC is HLA-A01:01 with pseudo-sequence HLA-A01:01. The peptide sequence is RRRGACVVY. The binding affinity (normalized) is 0.213. (2) The peptide sequence is RLNALGKSEF. The MHC is HLA-B15:01 with pseudo-sequence HLA-B15:01. The binding affinity (normalized) is 0.737. (3) The peptide sequence is VSHFYFGAY. The MHC is HLA-A26:01 with pseudo-sequence HLA-A26:01. The binding affinity (normalized) is 0. (4) The peptide sequence is FTIMAAILAY. The MHC is HLA-A01:01 with pseudo-sequence HLA-A01:01. The binding affinity (normalized) is 0.364. (5) The peptide sequence is LTACQGIGGP. The MHC is Mamu-A01 with pseudo-sequence Mamu-A01. The binding affinity (normalized) is 0.135. (6) The peptide sequence is GIVSSMHYK. The MHC is HLA-A26:01 with pseudo-sequence HLA-A26:01. The binding affinity (normalized) is 0.0847. (7) The peptide sequence is AFPTSCHMFIICF. The MHC is HLA-A02:02 with pseudo-sequence HLA-A02:02. The binding affinity (normalized) is 0.107. (8) The peptide sequence is CLDAGINYV. The MHC is HLA-A68:02 with pseudo-sequence HLA-A68:02. The binding affinity (normalized) is 0.597.